Dataset: Forward reaction prediction with 1.9M reactions from USPTO patents (1976-2016). Task: Predict the product of the given reaction. (1) Given the reactants [Cl:1][C:2]1[CH:3]=[C:4]([CH:10]=[CH:11][C:12]=1[NH:13][CH:14]([CH3:21])[CH2:15][O:16][CH2:17][C:18](O)=[O:19])[C:5]([O:7][CH2:8][CH3:9])=[O:6].S(Cl)(Cl)=O.CN(C=O)C, predict the reaction product. The product is: [Cl:1][C:2]1[CH:3]=[C:4]([CH:10]=[CH:11][C:12]=1[N:13]1[CH:14]([CH3:21])[CH2:15][O:16][CH2:17][C:18]1=[O:19])[C:5]([O:7][CH2:8][CH3:9])=[O:6]. (2) Given the reactants [O:1]=[CH:2][C:3]1[CH:11]=[CH:10][C:8]([OH:9])=[C:5]([O:6][CH3:7])[CH:4]=1.[N-](S([C:16]([F:19])([F:18])[F:17])(=O)=O)S([C:16]([F:19])([F:18])[F:17])(=O)=O.C(N(CC)CC)C.C[CH2:35][O:36]CC, predict the reaction product. The product is: [F:17][C:16]([F:19])([F:18])[C:35]([O:9][C:8]1[CH:10]=[CH:11][C:3]([CH:2]=[O:1])=[CH:4][C:5]=1[O:6][CH3:7])=[O:36].